This data is from Catalyst prediction with 721,799 reactions and 888 catalyst types from USPTO. The task is: Predict which catalyst facilitates the given reaction. Reactant: [ClH:1].C1(C(=[N:15][N:16]2[CH:20]([CH3:21])[CH2:19][CH2:18][C:17]2=[O:22])C2C=CC=CC=2)C=CC=CC=1.C(OCC)(=O)C. Product: [Cl-:1].[CH3:21][CH:20]1[CH2:19][CH2:18][C:17](=[O:22])[N:16]1[NH3+:15]. The catalyst class is: 7.